From a dataset of Reaction yield outcomes from USPTO patents with 853,638 reactions. Predict the reaction yield, written as a fraction of the theoretical maximum amount of product (1.0 means a 100% yield; for example, 0.34 means a 34% yield). (1) The reactants are [OH:1][C@H:2]([CH2:26][OH:27])[CH2:3][N:4]1[C:9](=[O:10])[C:8]2[C:11]([NH:17][C:18]3[CH:23]=[CH:22][C:21]([I:24])=[CH:20][C:19]=3[F:25])=[CH:12][C:13](=[O:16])[N:14]([CH3:15])[C:7]=2[N:6]=[CH:5]1.[B-](F)(F)(F)[F:29].[B-](F)(F)(F)F.C1[N+]2(CCl)CC[N+](F)(CC2)C1. The catalyst is CN(C=O)C.C(#N)C. The product is [OH:1][C@H:2]([CH2:26][OH:27])[CH2:3][N:4]1[C:9](=[O:10])[C:8]2[C:11]([NH:17][C:18]3[CH:23]=[CH:22][C:21]([I:24])=[CH:20][C:19]=3[F:25])=[C:12]([F:29])[C:13](=[O:16])[N:14]([CH3:15])[C:7]=2[N:6]=[CH:5]1. The yield is 0.250. (2) The reactants are C([O:3][C:4]([C:6]1[S:10][C:9]([NH2:11])=[N:8][C:7]=1[C:12]1[C:13]([CH:26]([OH:29])[CH2:27][CH3:28])=[N:14][N:15]([CH2:17][C:18]2[CH:23]=[CH:22][C:21]([O:24][CH3:25])=[CH:20][CH:19]=2)[CH:16]=1)=O)C.CC(C[AlH]CC(C)C)C.CO.C([O-])([O-])=O.[K+].[K+]. The catalyst is C(Cl)Cl. The product is [CH3:25][O:24][C:21]1[CH:20]=[CH:19][C:18]([CH2:17][N:15]2[CH:16]=[C:12]([C:7]3[N:8]=[C:9]([NH2:11])[S:10][C:6]=3[CH2:4][OH:3])[C:13]([CH:26]([OH:29])[CH2:27][CH3:28])=[N:14]2)=[CH:23][CH:22]=1. The yield is 0.860. (3) The reactants are [N:1]1[N:9]2[C:4]([CH2:5][O:6][CH2:7][CH2:8]2)=[CH:3][C:2]=1[NH:10][C:11]1[C:12](=[O:27])[N:13]([CH3:26])[CH:14]=[C:15](B2OC(C)(C)C(C)(C)O2)[CH:16]=1.[C:28]([O:31][CH2:32][C:33]1[C:38]([N:39]2[CH2:50][CH2:49][N:48]3[C:41](=[CH:42][C:43]4[CH2:44][C:45]([CH3:52])([CH3:51])[CH2:46][C:47]=43)[C:40]2=[O:53])=[CH:37][CH:36]=[CH:35][C:34]=1Br)(=[O:30])[CH3:29].C(=O)([O-])[O-].[Na+].[Na+].C([O-])(=O)C. The catalyst is C1C=CC([P]([Pd]([P](C2C=CC=CC=2)(C2C=CC=CC=2)C2C=CC=CC=2)([P](C2C=CC=CC=2)(C2C=CC=CC=2)C2C=CC=CC=2)[P](C2C=CC=CC=2)(C2C=CC=CC=2)C2C=CC=CC=2)(C2C=CC=CC=2)C2C=CC=CC=2)=CC=1.CO.C(OCC)C.O.COCCOC. The product is [C:28]([O:31][CH2:32][C:33]1[C:34]([C:15]2[CH:16]=[C:11]([NH:10][C:2]3[CH:3]=[C:4]4[N:9]([N:1]=3)[CH2:8][CH2:7][O:6][CH2:5]4)[C:12](=[O:27])[N:13]([CH3:26])[CH:14]=2)=[CH:35][CH:36]=[CH:37][C:38]=1[N:39]1[CH2:50][CH2:49][N:48]2[C:41](=[CH:42][C:43]3[CH2:44][C:45]([CH3:52])([CH3:51])[CH2:46][C:47]=32)[C:40]1=[O:53])(=[O:30])[CH3:29]. The yield is 0.740. (4) The reactants are [S:1]1[CH:5]=[CH:4][N:3]=[CH:2]1.[Li]CCCC.[O:11]1[C:15]2([CH2:20][CH2:19][C:18](=[O:21])[CH2:17][CH2:16]2)[O:14][CH2:13][CH2:12]1. The catalyst is C1COCC1. The product is [S:1]1[CH:5]=[CH:4][N:3]=[C:2]1[C:18]1([OH:21])[CH2:19][CH2:20][C:15]2([O:14][CH2:13][CH2:12][O:11]2)[CH2:16][CH2:17]1. The yield is 0.850. (5) The reactants are [CH:1]1[C:13]2[CH:12]([CH2:14][O:15][C:16](=[O:37])[NH:17][C:18]3[CH:23]=[CH:22][C:21]([S:24][C:25]4[CH:30]=[CH:29][C:28]([C:31](Cl)=[O:32])=[CH:27][C:26]=4[N+:34]([O-:36])=[O:35])=[CH:20][CH:19]=3)[C:11]3[C:6](=[CH:7][CH:8]=[CH:9][CH:10]=3)[C:5]=2[CH:4]=[CH:3][CH:2]=1.[NH2:38][C:39]1[CH:40]=[CH:41][C:42]([O:45][CH3:46])=[N:43][CH:44]=1.C(N(C(C)C)CC)(C)C. The catalyst is O1CCCC1.C(OCC)(=O)C. The product is [CH:1]1[C:13]2[CH:12]([CH2:14][O:15][C:16](=[O:37])[NH:17][C:18]3[CH:23]=[CH:22][C:21]([S:24][C:25]4[CH:30]=[CH:29][C:28]([C:31](=[O:32])[NH:38][C:39]5[CH:44]=[N:43][C:42]([O:45][CH3:46])=[CH:41][CH:40]=5)=[CH:27][C:26]=4[N+:34]([O-:36])=[O:35])=[CH:20][CH:19]=3)[C:11]3[C:6](=[CH:7][CH:8]=[CH:9][CH:10]=3)[C:5]=2[CH:4]=[CH:3][CH:2]=1. The yield is 0.600. (6) The reactants are [C:1]([O:5][C:6](=[O:43])[N:7]([CH2:30][C:31]1[CH:35]=[N:34][N:33]([CH2:36][C@@H:37]2[C@H:40]([NH2:41])[C:39](=[O:42])[NH:38]2)[N:32]=1)[C:8]([N:17]1[CH2:20][CH:19]([CH2:21][NH:22][C:23]([O:25][C:26]([CH3:29])([CH3:28])[CH3:27])=[O:24])[CH2:18]1)=[N:9][C:10]([O:12][C:13]([CH3:16])([CH3:15])[CH3:14])=[O:11])([CH3:4])([CH3:3])[CH3:2].[CH:44]([O:57][C:58]([C:60]1([O:63]/[N:64]=[C:65](/[C:69]2[N:70]=[C:71]([NH:74][C:75]([O:77][C:78]([CH3:81])([CH3:80])[CH3:79])=[O:76])[S:72][CH:73]=2)\[C:66](O)=[O:67])[CH2:62][CH2:61]1)=[O:59])([C:51]1[CH:56]=[CH:55][CH:54]=[CH:53][CH:52]=1)[C:45]1[CH:50]=[CH:49][CH:48]=[CH:47][CH:46]=1.CN(C(ON1N=NC2C=CC=NC1=2)=[N+](C)C)C.F[P-](F)(F)(F)(F)F.CCN(C(C)C)C(C)C. The catalyst is C(Cl)Cl.CN(C=O)C. The product is [C:1]([O:5][C:6]([N:7]([CH2:30][C:31]1[CH:35]=[N:34][N:33]([CH2:36][C@@H:37]2[C@H:40]([NH:41][C:66](=[O:67])/[C:65](=[N:64]\[O:63][C:60]3([C:58]([O:57][CH:44]([C:45]4[CH:50]=[CH:49][CH:48]=[CH:47][CH:46]=4)[C:51]4[CH:56]=[CH:55][CH:54]=[CH:53][CH:52]=4)=[O:59])[CH2:62][CH2:61]3)/[C:69]3[N:70]=[C:71]([NH:74][C:75]([O:77][C:78]([CH3:81])([CH3:80])[CH3:79])=[O:76])[S:72][CH:73]=3)[C:39](=[O:42])[NH:38]2)[N:32]=1)[C:8]([N:17]1[CH2:18][CH:19]([CH2:21][NH:22][C:23]([O:25][C:26]([CH3:29])([CH3:28])[CH3:27])=[O:24])[CH2:20]1)=[N:9][C:10]([O:12][C:13]([CH3:14])([CH3:15])[CH3:16])=[O:11])=[O:43])([CH3:2])([CH3:3])[CH3:4]. The yield is 0.760.